This data is from Full USPTO retrosynthesis dataset with 1.9M reactions from patents (1976-2016). The task is: Predict the reactants needed to synthesize the given product. (1) Given the product [CH3:20][C:21]([S@@:24](/[N:26]=[C:17](/[C:16]1[C:7]([C:1]2[CH:6]=[CH:5][CH:4]=[CH:3][CH:2]=2)=[N:8][C:9]2[C:14]([CH:15]=1)=[CH:13][CH:12]=[CH:11][N:10]=2)\[CH3:18])=[O:25])([CH3:23])[CH3:22], predict the reactants needed to synthesize it. The reactants are: [C:1]1([C:7]2[C:16]([C:17](=O)[CH3:18])=[CH:15][C:14]3[C:9](=[N:10][CH:11]=[CH:12][CH:13]=3)[N:8]=2)[CH:6]=[CH:5][CH:4]=[CH:3][CH:2]=1.[CH3:20][C:21]([S@@:24]([NH2:26])=[O:25])([CH3:23])[CH3:22].C([O-])(O)=O.[Na+]. (2) Given the product [NH2:1][C:2]1[N:7]=[CH:6][N:5]=[C:4]2[N:8]([CH:12]([C:14]3[O:15][C:16](=[O:30])[C:17]4[C:22]([C:23]=3[C:24]3[CH:29]=[CH:28][CH:27]=[CH:26][CH:25]=3)=[CH:21][CH:20]=[CH:19][CH:18]=4)[CH3:13])[N:9]=[C:10]([C:35]3[CH:36]=[N:37][CH:38]=[C:33]([OH:32])[N:34]=3)[C:3]=12, predict the reactants needed to synthesize it. The reactants are: [NH2:1][C:2]1[N:7]=[CH:6][N:5]=[C:4]2[N:8]([CH:12]([C:14]3[O:15][C:16](=[O:30])[C:17]4[C:22]([C:23]=3[C:24]3[CH:29]=[CH:28][CH:27]=[CH:26][CH:25]=3)=[CH:21][CH:20]=[CH:19][CH:18]=4)[CH3:13])[N:9]=[C:10](I)[C:3]=12.C[O:32][C:33]1[CH:38]=[N:37][CH:36]=[C:35]([Sn](CCCC)(CCCC)CCCC)[N:34]=1. (3) Given the product [NH2:11][CH2:10][CH2:9][CH2:8][CH2:7][N:6]1[C:2](=[O:1])[NH:3][NH:4][C:5]1=[O:22], predict the reactants needed to synthesize it. The reactants are: [O:1]=[C:2]1[N:6]([CH2:7][CH2:8][CH2:9][CH2:10][NH:11]C(=O)OCC2C=CC=CC=2)[C:5](=[O:22])[NH:4][NH:3]1. (4) Given the product [Si:1]([O:18][CH2:19][C:20]1[C:25]([N:26]2[CH2:31][C@H:30]([CH3:32])[O:29][C@H:28]([CH3:33])[CH2:27]2)=[C:24]([F:34])[C:23]([F:35])=[C:22]([C:39]([C:40]2[CH:45]=[CH:44][N:43]=[CH:42][CH:41]=2)=[O:46])[CH:21]=1)([C:14]([CH3:16])([CH3:17])[CH3:15])([C:2]1[CH:7]=[CH:6][CH:5]=[CH:4][CH:3]=1)[C:8]1[CH:13]=[CH:12][CH:11]=[CH:10][CH:9]=1, predict the reactants needed to synthesize it. The reactants are: [Si:1]([O:18][CH2:19][C:20]1[C:25]([N:26]2[CH2:31][C@H:30]([CH3:32])[O:29][C@H:28]([CH3:33])[CH2:27]2)=[C:24]([F:34])[C:23]([F:35])=[CH:22][CH:21]=1)([C:14]([CH3:17])([CH3:16])[CH3:15])([C:8]1[CH:13]=[CH:12][CH:11]=[CH:10][CH:9]=1)[C:2]1[CH:7]=[CH:6][CH:5]=[CH:4][CH:3]=1.CON(C)[C:39](=[O:46])[C:40]1[CH:45]=[CH:44][N:43]=[CH:42][CH:41]=1. (5) Given the product [C:1]([O:5][C:6]([N:8]1[CH2:22][CH2:21][C:12]2=[C:13]([CH:23]3[CH2:27][CH2:25][CH2:24]3)[N:14]3[C:18]([N:19]=[C:11]2[CH2:10][CH2:9]1)=[CH:17][CH:16]=[N:15]3)=[O:7])([CH3:4])([CH3:3])[CH3:2], predict the reactants needed to synthesize it. The reactants are: [C:1]([O:5][C:6]([N:8]1[CH2:22][CH2:21][C:12]2=[C:13](Cl)[N:14]3[C:18]([N:19]=[C:11]2[CH2:10][CH2:9]1)=[CH:17][CH:16]=[N:15]3)=[O:7])([CH3:4])([CH3:3])[CH3:2].[CH2:23]1[CH2:27]O[CH2:25][CH2:24]1.CN1[C:25](=O)[CH2:24][CH2:23][CH2:27]1.CCOC(C)=O.O.